The task is: Predict the reactants needed to synthesize the given product.. This data is from Full USPTO retrosynthesis dataset with 1.9M reactions from patents (1976-2016). (1) The reactants are: [CH3:1][S:2]([CH2:5][CH2:6][NH:7][CH2:8][C:9]1[O:13][C:12]([C:14]2[CH:15]=[CH:16][C:17]3[N:23]=[CH:22][N:21]=[C:20]([NH:24][C:25]4[CH:26]=[CH:27][C:28]([O:32][CH2:33][C:34]5[CH:35]=[CH:36][CH:37]=[C:38]([F:40])[CH:39]=5)=[C:29]([Cl:31])[CH:30]=4)[C:18]=3[CH:19]=2)=[CH:11][CH:10]=1)(=[O:4])=[O:3].[C:41]1([CH3:51])[CH:46]=[CH:45][C:44]([S:47]([OH:50])(=[O:49])=[O:48])=[CH:43][CH:42]=1. Given the product [CH3:51][C:41]1[CH:46]=[CH:45][C:44]([S:47]([OH:50])(=[O:49])=[O:48])=[CH:43][CH:42]=1.[CH3:51][C:41]1[CH:46]=[CH:45][C:44]([S:47]([OH:50])(=[O:49])=[O:48])=[CH:43][CH:42]=1.[CH3:1][S:2]([CH2:5][CH2:6][NH:7][CH2:8][C:9]1[O:13][C:12]([C:14]2[CH:15]=[CH:16][C:17]3[N:23]=[CH:22][N:21]=[C:20]([NH:24][C:25]4[CH:26]=[CH:27][C:28]([O:32][CH2:33][C:34]5[CH:35]=[CH:36][CH:37]=[C:38]([F:40])[CH:39]=5)=[C:29]([Cl:31])[CH:30]=4)[C:18]=3[CH:19]=2)=[CH:11][CH:10]=1)(=[O:4])=[O:3].[OH2:3], predict the reactants needed to synthesize it. (2) Given the product [C:15]([C:19]1[CH:20]=[CH:21][C:22]([NH:23][C:12]([C:9]2[O:10][C:11]3[C:3]([O:2][CH3:1])=[CH:4][CH:5]=[CH:6][C:7]=3[CH:8]=2)=[O:14])=[CH:24][CH:25]=1)([CH3:18])([CH3:16])[CH3:17], predict the reactants needed to synthesize it. The reactants are: [CH3:1][O:2][C:3]1[C:11]2[O:10][C:9]([C:12]([OH:14])=O)=[CH:8][C:7]=2[CH:6]=[CH:5][CH:4]=1.[C:15]([C:19]1[CH:25]=[CH:24][C:22]([NH2:23])=[CH:21][CH:20]=1)([CH3:18])([CH3:17])[CH3:16]. (3) Given the product [NH:21]([C:19]1[N:20]=[C:15]2[CH:14]=[C:13]([C:6]3[C:5]4[C:9](=[CH:10][CH:11]=[C:3]([O:2][CH3:1])[CH:4]=4)[N:8]([CH3:12])[CH:7]=3)[N:30]([CH2:31][O:32][CH2:33][CH2:34][Si:35]([CH3:36])([CH3:38])[CH3:37])[C:16]2=[N:17][CH:18]=1)[NH2:22], predict the reactants needed to synthesize it. The reactants are: [CH3:1][O:2][C:3]1[CH:4]=[C:5]2[C:9](=[CH:10][CH:11]=1)[N:8]([CH3:12])[CH:7]=[C:6]2[C:13]1[N:30]([CH2:31][O:32][CH2:33][CH2:34][Si:35]([CH3:38])([CH3:37])[CH3:36])[C:16]2=[N:17][CH:18]=[C:19]([NH:21][NH:22]C(OC(C)(C)C)=O)[N:20]=[C:15]2[CH:14]=1.O1CCOCC1.Cl. (4) Given the product [C:51]([O:50][C:49]([NH:48][C@H:40]1[CH2:41][C@@H:42]([C:44]([F:47])([F:46])[F:45])[CH2:43][N:38]([C:37]2[CH:36]=[CH:35][N:34]=[CH:33][C:32]=2[NH:31][C:28]([C:13]2[C:12]([NH:11][C:9](=[O:10])[O:8][CH2:1][C:2]3[CH:7]=[CH:6][CH:5]=[CH:4][CH:3]=3)=[CH:21][C:20]3[C:15](=[CH:16][C:17]([N:22]4[CH2:23][CH2:24][O:25][CH2:26][CH2:27]4)=[CH:18][CH:19]=3)[N:14]=2)=[O:29])[CH2:39]1)=[O:55])([CH3:54])([CH3:52])[CH3:53], predict the reactants needed to synthesize it. The reactants are: [CH2:1]([O:8][C:9]([NH:11][C:12]1[C:13]([C:28](O)=[O:29])=[N:14][C:15]2[C:20]([CH:21]=1)=[CH:19][CH:18]=[C:17]([N:22]1[CH2:27][CH2:26][O:25][CH2:24][CH2:23]1)[CH:16]=2)=[O:10])[C:2]1[CH:7]=[CH:6][CH:5]=[CH:4][CH:3]=1.[NH2:31][C:32]1[CH:33]=[N:34][CH:35]=[CH:36][C:37]=1[N:38]1[CH2:43][C@H:42]([C:44]([F:47])([F:46])[F:45])[CH2:41][C@H:40]([NH:48][C:49](=[O:55])[O:50][C:51]([CH3:54])([CH3:53])[CH3:52])[CH2:39]1.CN(C(ON1N=NC2C=CC=NC1=2)=[N+](C)C)C.F[P-](F)(F)(F)(F)F.CCN(C(C)C)C(C)C. (5) Given the product [Cl:26][C:6]1[C:5]2[C:4](=[CH:3][C:2]([F:1])=[C:10]([F:11])[CH:9]=2)[N:12]=[C:13]2[N:17]([C:18]3[CH:23]=[CH:22][CH:21]=[CH:20][N:19]=3)[N:16]=[CH:15][C:14]=12, predict the reactants needed to synthesize it. The reactants are: [F:1][C:2]1[C:10]([F:11])=[CH:9][C:5]([C:6](O)=O)=[C:4]([NH:12][C:13]2[N:17]([C:18]3[CH:23]=[CH:22][CH:21]=[CH:20][N:19]=3)[N:16]=[CH:15][CH:14]=2)[CH:3]=1.P(Cl)(Cl)([Cl:26])=O.[OH-].[Na+]. (6) Given the product [Br:24][C:6]1[C:5]2[C:10](=[C:11]([C:13]#[N:14])[CH:12]=[C:3]([O:2][CH3:1])[CH:4]=2)[C:9](=[O:15])[N:8]([C:16]2[CH:21]=[CH:20][C:19]([O:22][CH3:23])=[CH:18][CH:17]=2)[CH:7]=1, predict the reactants needed to synthesize it. The reactants are: [CH3:1][O:2][C:3]1[CH:4]=[C:5]2[C:10](=[C:11]([C:13]#[N:14])[CH:12]=1)[C:9](=[O:15])[N:8]([C:16]1[CH:21]=[CH:20][C:19]([O:22][CH3:23])=[CH:18][CH:17]=1)[CH:7]=[CH:6]2.[Br:24]N1C(=O)CCC1=O.